Dataset: Forward reaction prediction with 1.9M reactions from USPTO patents (1976-2016). Task: Predict the product of the given reaction. (1) Given the reactants [Cl:1][C:2]1[C:3]([O:14][C@H:15]2[CH2:20][CH2:19][C@@H:18]([C:21]([F:24])([F:23])[F:22])[CH2:17][CH2:16]2)=[CH:4][CH:5]=[C:6]2[C:11]=1[CH:10]=[C:9]([CH:12]=O)[CH:8]=[CH:7]2.[BH-](OC(C)=O)(OC(C)=O)OC(C)=O.[Na+].CC(O)=O.[NH:43]1[CH2:48][CH2:47][CH:46]([C:49]([O:51][CH2:52][CH3:53])=[O:50])[CH2:45][CH2:44]1, predict the reaction product. The product is: [Cl:1][C:2]1[C:3]([O:14][C@H:15]2[CH2:16][CH2:17][C@@H:18]([C:21]([F:22])([F:23])[F:24])[CH2:19][CH2:20]2)=[CH:4][CH:5]=[C:6]2[C:11]=1[CH:10]=[C:9]([CH2:12][N:43]1[CH2:48][CH2:47][CH:46]([C:49]([O:51][CH2:52][CH3:53])=[O:50])[CH2:45][CH2:44]1)[CH:8]=[CH:7]2. (2) Given the reactants [F:1][C:2]1[CH:7]=[C:6]([CH3:8])[C:5]([S:9][CH2:10][C:11]([F:14])([F:13])[F:12])=[CH:4][C:3]=1[N:15]1[C:20](=[O:21])[NH:19][C:18](=[O:22])[CH:17]=[N:16]1.CI.[C:25](=O)([O-])[O-].[K+].[K+], predict the reaction product. The product is: [F:1][C:2]1[CH:7]=[C:6]([CH3:8])[C:5]([S:9][CH2:10][C:11]([F:13])([F:14])[F:12])=[CH:4][C:3]=1[N:15]1[C:20](=[O:21])[N:19]([CH3:25])[C:18](=[O:22])[CH:17]=[N:16]1. (3) Given the reactants [OH:1][C:2]([CH3:11])([CH2:8][CH:9]=[CH2:10])[C:3]([O:5][CH2:6][CH3:7])=[O:4], predict the reaction product. The product is: [OH:1][C:2]([CH3:11])([CH2:8][CH2:9][CH3:10])[C:3]([O:5][CH2:6][CH3:7])=[O:4]. (4) Given the reactants [CH3:1][C:2]1([CH3:10])[CH2:7][O:6][CH:5]([CH2:8][OH:9])[CH2:4][O:3]1.[CH3:11][S:12](Cl)(=[O:14])=[O:13].C([O-])(O)=O.[Na+], predict the reaction product. The product is: [CH3:11][S:12]([O:9][CH2:8][CH:5]1[CH2:4][O:3][C:2]([CH3:10])([CH3:1])[CH2:7][O:6]1)(=[O:14])=[O:13].